From a dataset of Full USPTO retrosynthesis dataset with 1.9M reactions from patents (1976-2016). Predict the reactants needed to synthesize the given product. (1) Given the product [CH:2]1([C:5]2[N:6]=[CH:7][C:8]([O:11][C@H:12]3[CH2:16][N:15]4[C:20](=[O:22])[CH2:19][NH:18][CH2:17][C@@H:14]4[CH2:13]3)=[N:9][CH:10]=2)[CH2:3][CH2:4]1, predict the reactants needed to synthesize it. The reactants are: Cl.[CH:2]1([C:5]2[N:6]=[CH:7][C:8]([O:11][C@H:12]3[CH2:16][NH:15][C@H:14]([CH2:17][NH:18][CH2:19][C:20]([O:22]C)=O)[CH2:13]3)=[N:9][CH:10]=2)[CH2:4][CH2:3]1.C(N(CC)CC)C. (2) Given the product [C:6]([O:5][C:1](=[O:4])[NH:2][N:3]1[C:13](=[O:14])[C:12]2[C:11](=[CH:19][CH:18]=[CH:17][CH:16]=2)[C:10]1=[O:15])([CH3:9])([CH3:8])[CH3:7], predict the reactants needed to synthesize it. The reactants are: [C:1]([O:5][C:6]([CH3:9])([CH3:8])[CH3:7])(=[O:4])[NH:2][NH2:3].[C:10]1(=O)[O:15][C:13](=[O:14])[C:12]2=[CH:16][CH:17]=[CH:18][CH:19]=[C:11]12. (3) The reactants are: [H-].[Na+].[Cl:3][C:4]1[CH:9]=[C:8]([C:10]2[CH:15]=[N:14][CH:13]=[C:12]([CH3:16])[N:11]=2)[CH:7]=[CH:6][C:5]=1[C:17]1[C:28](=[O:29])[NH:27][C:20]2[N:21]=[C:22]([S:25][CH3:26])[N:23]=[CH:24][C:19]=2[CH:18]=1.[O:30]1[C:32]2([CH2:37][CH2:36][N:35]([C:38]([O:40][CH2:41][C:42]3[CH:47]=[CH:46][CH:45]=[CH:44][CH:43]=3)=[O:39])[CH2:34][CH2:33]2)[CH2:31]1. Given the product [Cl:3][C:4]1[CH:9]=[C:8]([C:10]2[CH:15]=[N:14][CH:13]=[C:12]([CH3:16])[N:11]=2)[CH:7]=[CH:6][C:5]=1[C:17]1[C:28](=[O:29])[N:27]([CH2:31][C:32]2([OH:30])[CH2:33][CH2:34][N:35]([C:38]([O:40][CH2:41][C:42]3[CH:47]=[CH:46][CH:45]=[CH:44][CH:43]=3)=[O:39])[CH2:36][CH2:37]2)[C:20]2[N:21]=[C:22]([S:25][CH3:26])[N:23]=[CH:24][C:19]=2[CH:18]=1, predict the reactants needed to synthesize it.